From a dataset of Catalyst prediction with 721,799 reactions and 888 catalyst types from USPTO. Predict which catalyst facilitates the given reaction. (1) Reactant: [CH3:1][O:2][C:3]1[CH:4]=[C:5]([S:11](Cl)(=[O:13])=[O:12])[CH:6]=[CH:7][C:8]=1[O:9][CH3:10].C(N(CC)CC)C.[CH2:22]([NH2:30])[CH2:23][CH2:24][CH2:25][CH2:26][CH2:27][CH2:28][CH3:29]. Product: [CH2:22]([NH:30][S:11]([C:5]1[CH:6]=[CH:7][C:8]([O:9][CH3:10])=[C:3]([O:2][CH3:1])[CH:4]=1)(=[O:13])=[O:12])[CH2:23][CH2:24][CH2:25][CH2:26][CH2:27][CH2:28][CH3:29]. The catalyst class is: 13. (2) Reactant: Br[C:2]1[CH:7]=[CH:6][C:5]([S:8]([NH:11][CH3:12])(=[O:10])=[O:9])=[CH:4][C:3]=1[CH3:13].[CH3:14][C:15]1([CH3:31])[C:19]([CH3:21])([CH3:20])[O:18][B:17]([B:17]2[O:18][C:19]([CH3:21])([CH3:20])[C:15]([CH3:31])([CH3:14])[O:16]2)[O:16]1.C([O-])(=O)C.[K+]. Product: [CH3:12][NH:11][S:8]([C:5]1[CH:6]=[CH:7][C:2]([B:17]2[O:18][C:19]([CH3:21])([CH3:20])[C:15]([CH3:31])([CH3:14])[O:16]2)=[C:3]([CH3:13])[CH:4]=1)(=[O:10])=[O:9]. The catalyst class is: 140. (3) Reactant: [Cl:1][C:2]1[CH:7]=[CH:6][C:5]([C:8]2[C:13]([C:14]([O:16]C)=[O:15])=[CH:12][N:11]=[CH:10][CH:9]=2)=[C:4]([F:18])[CH:3]=1.CO.[OH-].[Na+]. Product: [Cl:1][C:2]1[CH:7]=[CH:6][C:5]([C:8]2[C:13]([C:14]([OH:16])=[O:15])=[CH:12][N:11]=[CH:10][CH:9]=2)=[C:4]([F:18])[CH:3]=1. The catalyst class is: 6. (4) Reactant: [OH:1][C:2]1[CH:10]=[CH:9][C:8]([C:11]2[N:12]([C:27]([O:29][C:30]([CH3:33])([CH3:32])[CH3:31])=[O:28])[C:13]3[C:18]([CH:19]=2)=[CH:17][C:16]([CH2:20][N:21]2[CH2:26][CH2:25][CH2:24][CH2:23][CH2:22]2)=[CH:15][CH:14]=3)=[C:7]2[C:3]=1[CH2:4][NH:5][C:6]2=[O:34].C(N(CC)CC)C.[F:42][C:43]([F:55])([F:54])[C:44]1[CH:45]=[C:46]([S:50](Cl)(=[O:52])=[O:51])[CH:47]=[CH:48][CH:49]=1. Product: [F:55][C:43]([F:42])([F:54])[C:44]1[CH:45]=[C:46]([S:50]([O:1][C:2]2[CH:10]=[CH:9][C:8]([C:11]3[N:12]([C:27]([O:29][C:30]([CH3:31])([CH3:33])[CH3:32])=[O:28])[C:13]4[C:18]([CH:19]=3)=[CH:17][C:16]([CH2:20][N:21]3[CH2:26][CH2:25][CH2:24][CH2:23][CH2:22]3)=[CH:15][CH:14]=4)=[C:7]3[C:3]=2[CH2:4][NH:5][C:6]3=[O:34])(=[O:51])=[O:52])[CH:47]=[CH:48][CH:49]=1. The catalyst class is: 10. (5) Reactant: O=[C:2]1[CH2:7][CH2:6][N:5]([C:8]([O:10][C:11]([CH3:14])(C)C)=[O:9])[CH2:4][CH2:3]1.[CH:15]1[CH:20]=[CH:19]N=[CH:17][CH:16]=1.[FH:21].C(OC(ON1C(=O)CC[C:34]1=[O:39])=O)C1C=CC=CC=1. Product: [F:21][C:2]1([CH2:34][OH:39])[CH2:3][CH2:4][N:5]([C:8]([O:10][CH2:11][C:14]2[CH:19]=[CH:20][CH:15]=[CH:16][CH:17]=2)=[O:9])[CH2:6][CH2:7]1. The catalyst class is: 2.